From a dataset of Forward reaction prediction with 1.9M reactions from USPTO patents (1976-2016). Predict the product of the given reaction. Given the reactants C(OC(=O)[NH:10][CH:11]([CH2:30][C:31]1[CH:36]=[CH:35][CH:34]=[CH:33][CH:32]=1)[CH:12]([OH:29])[CH2:13][CH:14]([S:20]([C:23]1[CH:28]=[CH:27][CH:26]=[CH:25][CH:24]=1)(=[O:22])=[O:21])[CH2:15][CH2:16][CH:17]([CH3:19])[CH3:18])C1C=CC=CC=1.[H][H], predict the reaction product. The product is: [NH2:10][CH:11]([CH:12]([OH:29])[CH2:13][CH:14]([S:20]([C:23]1[CH:24]=[CH:25][CH:26]=[CH:27][CH:28]=1)(=[O:22])=[O:21])[CH2:15][CH2:16][CH:17]([CH3:19])[CH3:18])[CH2:30][C:31]1[CH:32]=[CH:33][CH:34]=[CH:35][CH:36]=1.